Dataset: Peptide-MHC class I binding affinity with 185,985 pairs from IEDB/IMGT. Task: Regression. Given a peptide amino acid sequence and an MHC pseudo amino acid sequence, predict their binding affinity value. This is MHC class I binding data. The peptide sequence is FPASHMATY. The MHC is HLA-A26:02 with pseudo-sequence HLA-A26:02. The binding affinity (normalized) is 1.00.